This data is from Forward reaction prediction with 1.9M reactions from USPTO patents (1976-2016). The task is: Predict the product of the given reaction. The product is: [F:19][C:16]1[CH:17]=[CH:18][C:13]([NH:12][C:8]2[CH:7]=[C:6]3[C:11](=[CH:10][CH:9]=2)[C:2]([C:28]2[CH:33]=[CH:32][C:31]([S:34]([CH3:37])(=[O:35])=[O:36])=[CH:30][C:29]=2[CH3:38])=[N:3][N:4]=[CH:5]3)=[CH:14][CH:15]=1. Given the reactants Cl[C:2]1[C:11]2[C:6](=[CH:7][C:8]([NH:12][C:13]3[CH:18]=[CH:17][C:16]([F:19])=[CH:15][CH:14]=3)=[CH:9][CH:10]=2)[CH:5]=[N:4][N:3]=1.CC1(C)C(C)(C)OB([C:28]2[CH:33]=[CH:32][C:31]([S:34]([CH3:37])(=[O:36])=[O:35])=[CH:30][C:29]=2[CH3:38])O1.C(=O)([O-])[O-].[Na+].[Na+].COCCOC, predict the reaction product.